This data is from Forward reaction prediction with 1.9M reactions from USPTO patents (1976-2016). The task is: Predict the product of the given reaction. (1) The product is: [CH3:8][N:7]([CH3:9])[CH2:6][CH2:5][O:4][CH2:1][CH2:2][CH2:3][Si:12]([O:15][CH3:16])([O:13][CH3:14])[O:11][CH3:10]. Given the reactants [CH2:1]([O:4][CH2:5][CH2:6][N:7]([CH3:9])[CH3:8])[CH:2]=[CH2:3].[CH3:10][O:11][SiH:12]([O:15][CH3:16])[O:13][CH3:14], predict the reaction product. (2) Given the reactants [OH:1][C:2]1[CH:11]=[C:10]2[C:5]([CH2:6][CH2:7][CH:8]([C:12]([OH:14])=[O:13])[CH2:9]2)=[CH:4][CH:3]=1.S(=O)(=O)(O)O.[CH3:20]O, predict the reaction product. The product is: [OH:1][C:2]1[CH:11]=[C:10]2[C:5]([CH2:6][CH2:7][CH:8]([C:12]([O:14][CH3:20])=[O:13])[CH2:9]2)=[CH:4][CH:3]=1.